This data is from Reaction yield outcomes from USPTO patents with 853,638 reactions. The task is: Predict the reaction yield, written as a fraction of the theoretical maximum amount of product (1.0 means a 100% yield; for example, 0.34 means a 34% yield). (1) The reactants are [Mg].[CH3:2][O:3][C:4]1[CH:9]=[CH:8][C:7]([C:10]#[C:11][C:12]2[CH:17]=[CH:16][C:15](Br)=[CH:14][CH:13]=2)=[CH:6][CH:5]=1.N#N.II.[CH:23](N1CCCCC1)=[O:24].Cl. The catalyst is C1COCC1.O. The product is [CH3:2][O:3][C:4]1[CH:9]=[CH:8][C:7]([C:10]#[C:11][C:12]2[CH:17]=[CH:16][C:15]([CH:23]=[O:24])=[CH:14][CH:13]=2)=[CH:6][CH:5]=1. The yield is 0.770. (2) The reactants are [CH3:1][O:2][C:3](=[O:23])[C:4]1[CH:9]=[CH:8][C:7]([O:10][CH3:11])=[C:6]([NH:12][C:13](=[NH:22])[C:14]2[CH:19]=[CH:18][C:17]([F:20])=[CH:16][C:15]=2[F:21])[CH:5]=1.[O-]Cl.[Na+]. The catalyst is CO. The product is [CH3:1][O:2][C:3]([C:4]1[C:5]2[N:22]=[C:13]([C:14]3[CH:19]=[CH:18][C:17]([F:20])=[CH:16][C:15]=3[F:21])[NH:12][C:6]=2[C:7]([O:10][CH3:11])=[CH:8][CH:9]=1)=[O:23]. The yield is 0.370. (3) The reactants are Cl[C:2]1[N:7]=[C:6]([NH:8][C:9]2[CH:14]=[CH:13][C:12]([N:15]3[CH2:20][CH2:19][O:18][CH2:17][CH2:16]3)=[CH:11][C:10]=2[O:21][CH3:22])[C:5]([Cl:23])=[CH:4][N:3]=1.[NH2:24][C:25]1[C:44]([O:45][CH3:46])=[CH:43][C:28]2[CH2:29][CH2:30][N:31]([CH2:34][C:35]([N:37]3[CH2:42][CH2:41][O:40][CH2:39][CH2:38]3)=[O:36])[CH2:32][CH2:33][C:27]=2[CH:26]=1. The yield is 0.560. No catalyst specified. The product is [Cl:23][C:5]1[C:6]([NH:8][C:9]2[CH:14]=[CH:13][C:12]([N:15]3[CH2:20][CH2:19][O:18][CH2:17][CH2:16]3)=[CH:11][C:10]=2[O:21][CH3:22])=[N:7][C:2]([NH:24][C:25]2[C:44]([O:45][CH3:46])=[CH:43][C:28]3[CH2:29][CH2:30][N:31]([CH2:34][C:35]([N:37]4[CH2:42][CH2:41][O:40][CH2:39][CH2:38]4)=[O:36])[CH2:32][CH2:33][C:27]=3[CH:26]=2)=[N:3][CH:4]=1. (4) The reactants are Br[C:2]1[CH:7]=[C:6]([C:8]([F:11])([F:10])[F:9])[CH:5]=[C:4]([S:12][CH2:13][CH3:14])[CH:3]=1.[B:15]1([B:15]2[O:19][C:18]([CH3:21])([CH3:20])[C:17]([CH3:23])([CH3:22])[O:16]2)[O:19][C:18]([CH3:21])([CH3:20])[C:17]([CH3:23])([CH3:22])[O:16]1.C([O-])(=O)C.[K+]. The catalyst is C(Cl)Cl.CS(C)=O. The product is [CH2:13]([S:12][C:4]1[CH:3]=[C:2]([B:15]2[O:19][C:18]([CH3:21])([CH3:20])[C:17]([CH3:23])([CH3:22])[O:16]2)[CH:7]=[C:6]([C:8]([F:11])([F:10])[F:9])[CH:5]=1)[CH3:14]. The yield is 0.410. (5) The reactants are [CH3:1][N:2]1[CH2:7][CH2:6][N:5]([C:8]2[CH:9]=[CH:10][C:11]([N+:15]([O-])=O)=[C:12]([CH:14]=2)[NH2:13])[CH2:4][CH2:3]1.Cl.C(O[C:22](=N)[CH2:23][C:24]([O:26][CH2:27][CH3:28])=[O:25])C.[OH-].[Na+]. The catalyst is O. The product is [CH2:27]([O:26][C:24](=[O:25])[CH2:23][C:22]1[NH:13][C:12]2[CH:14]=[C:8]([N:5]3[CH2:6][CH2:7][N:2]([CH3:1])[CH2:3][CH2:4]3)[CH:9]=[CH:10][C:11]=2[N:15]=1)[CH3:28]. The yield is 0.901. (6) The reactants are [Cl:1][C:2]1[CH:7]=[CH:6][C:5]([N:8]2[C:12]([C:13]([F:16])([F:15])[F:14])=[C:11]([C:17](Cl)=[O:18])[CH:10]=[N:9]2)=[CH:4][CH:3]=1.[NH2:20][C:21]1[CH:22]=[C:23]([S:27]([F:30])(=[O:29])=[O:28])[CH:24]=[CH:25][CH:26]=1.N1C=CC=CC=1. The catalyst is C(Cl)Cl. The product is [Cl:1][C:2]1[CH:7]=[CH:6][C:5]([N:8]2[C:12]([C:13]([F:16])([F:15])[F:14])=[C:11]([C:17]([NH:20][C:21]3[CH:22]=[C:23]([S:27]([F:30])(=[O:29])=[O:28])[CH:24]=[CH:25][CH:26]=3)=[O:18])[CH:10]=[N:9]2)=[CH:4][CH:3]=1. The yield is 0.740.